From a dataset of Experimentally validated miRNA-target interactions with 360,000+ pairs, plus equal number of negative samples. Binary Classification. Given a miRNA mature sequence and a target amino acid sequence, predict their likelihood of interaction. (1) The miRNA is hsa-miR-33a-3p with sequence CAAUGUUUCCACAGUGCAUCAC. The protein sequence of the target gene is MLLPSKKDLKTALDVFAVFQWSFSALLITTTVIAVNLYLVVFTPYWPVTVLILTWLAFDWKTPQRGGRRFTCVRHWRLWKHYSDYFPLKLLKTHDICPSRNYILVCHPHGLFAHGWFGHFATEASGFSKIFPGITPYILTLGAFFWMPFLREYVMSTGACSVSRSSIDFLLTHKGTGNMVIVVIGGLAECRYSLPGSSTLVLKNRSGFVRMALQHGVPLIPAYAFGETDLYDQHIFTPGGFVNRFQKWFQSMVHIYPCAFYGRGFTKNSWGLLPYSRPVTTIVGEPLPMPKIENPSQEIV.... Result: 0 (no interaction). (2) The miRNA is hsa-miR-92b-3p with sequence UAUUGCACUCGUCCCGGCCUCC. The protein sequence of the target gene is MASGSGDSVTRRSVASQFFTQEEGPGIDGMTTSERVVDLLNQAALITNDSKITVLKQVQELIINKDPTLLDNFLDEIIAFQADKSIEVRKFVIGFIEEACKRDIELLLKLIANLNMLLRDENVNVVKKAILTMTQLYKVALQWMVKSRVISELQEACWDMVSAMAGDIILLLDSDNDGIRTHAIKFVEGLIVTLSPRMADSEIPRRQEHDISLDRIPRDHPYIQYNVLWEEGKAALEQLLKFMVHPAISSINLTTALGSLANIARQRPMFMSEVIQAYETLHANLPPTLAKSQVSSVRKN.... Result: 1 (interaction). (3) The miRNA is mmu-miR-350-3p with sequence UUCACAAAGCCCAUACACUUUC. The protein sequence of the target gene is MEEAEGVAAAPGPASGLAFRGRRAMSGSWERDQQVEAAQRTLVEVLGPYEPLLSRVQAALVWERPARSALWCLGLNAAFWFFALTSLRFVFLLAFSLMIIVCIDQWKNKIWPEINVPRPDALDNESWGFVHPRLLSVPELCHHVAEVWVSGTIFIRNLLLFKKQNPGKFCLLSCGVLTFLAMLGRYIPGLLLSYLMLVIIMMWPLAVYHRLWDRAYVRLKPVLQRLDFSVRGYMMSKQRERQLRRRALHSERATDSHSDSEEELAAFCPQLDDSTVARELAITDSEHSDAEVSCTENGTF.... Result: 0 (no interaction). (4) The miRNA is hsa-miR-200a-5p with sequence CAUCUUACCGGACAGUGCUGGA. The protein sequence of the target gene is MGNILTCCINSHCGWPRGKDAPCYESDTDIYETVAAATSESTTVEPGKLDVGATEGQDLQHISNQKMPTGPPEDRLSLKFLPSSEEDNDDAKILPSPVQGSSEDNLSLVCLPRSEDDDCDDDDDDDAQILPSRVQGGCYRFDSSSCSSEDNLSLVCLPRSEDDDCDDDDDDAQILPSPVQACSEDSLFLRCSLRHKDEEEEDDDDIHITARIESDLTLESLSDEEIHPG. Result: 0 (no interaction).